This data is from Full USPTO retrosynthesis dataset with 1.9M reactions from patents (1976-2016). The task is: Predict the reactants needed to synthesize the given product. (1) Given the product [CH:1]1([C:4]2[NH:25][C:7]3[N:8]=[N:9][C:10]([CH2:12][CH2:13][CH2:14][CH2:15][N:16]4[CH:20]=[C:19]([C:21]([O:23][CH3:24])=[O:22])[N:18]=[N:17]4)=[CH:11][C:6]=3[CH:5]=2)[CH2:3][CH2:2]1, predict the reactants needed to synthesize it. The reactants are: [CH:1]1([C:4]2[NH:25][C:7]3[N:8]=[N:9][C:10]([C:12]#[C:13][CH2:14][CH2:15][N:16]4[CH:20]=[C:19]([C:21]([O:23][CH3:24])=[O:22])[N:18]=[N:17]4)=[CH:11][C:6]=3[CH:5]=2)[CH2:3][CH2:2]1.C(O)C. (2) Given the product [Si:20]([O:27][CH2:28][CH2:29][NH:30][C:31]1[CH:32]=[CH:33][C:34]([NH:37][C:17]([C:12]2[C:11]([C:9]([NH:8][C:5]3[CH:4]=[CH:3][C:2]([Cl:1])=[CH:7][N:6]=3)=[O:10])=[N:16][CH:15]=[CH:14][N:13]=2)=[O:19])=[CH:35][CH:36]=1)([C:23]([CH3:26])([CH3:25])[CH3:24])([CH3:22])[CH3:21], predict the reactants needed to synthesize it. The reactants are: [Cl:1][C:2]1[CH:3]=[CH:4][C:5]([NH:8][C:9]([C:11]2[C:12]([C:17]([OH:19])=O)=[N:13][CH:14]=[CH:15][N:16]=2)=[O:10])=[N:6][CH:7]=1.[Si:20]([O:27][CH2:28][CH2:29][NH:30][C:31]1[CH:36]=[CH:35][C:34]([NH2:37])=[CH:33][CH:32]=1)([C:23]([CH3:26])([CH3:25])[CH3:24])([CH3:22])[CH3:21]. (3) Given the product [CH3:43][C:44]1[CH:52]=[C:51]([C:53](=[O:54])[NH:27][CH2:26][CH2:25][NH:24][C:5]([C:12]2[CH:17]=[CH:16][CH:15]=[CH:14][CH:13]=2)([C:18]2[CH:19]=[CH:20][CH:21]=[CH:22][CH:23]=2)[C:6]2[CH:11]=[CH:10][CH:9]=[CH:8][CH:7]=2)[CH:50]=[C:49]([CH3:56])[C:45]=1[C:46]([OH:48])=[O:47], predict the reactants needed to synthesize it. The reactants are: C(O)(=O)C.[C:5]([NH:24][CH2:25][CH2:26][NH2:27])([C:18]1[CH:23]=[CH:22][CH:21]=[CH:20][CH:19]=1)([C:12]1[CH:17]=[CH:16][CH:15]=[CH:14][CH:13]=1)[C:6]1[CH:11]=[CH:10][CH:9]=[CH:8][CH:7]=1.C1C=C2N=NN(O)C2=CC=1.O.C(Cl)CCl.[CH3:43][C:44]1[CH:52]=[C:51]([C:53](O)=[O:54])[CH:50]=[C:49]([CH3:56])[C:45]=1[C:46]([OH:48])=[O:47]. (4) Given the product [Cl:22][CH2:1][C:2]1[CH:17]=[CH:16][CH:15]=[C:14]([CH3:18])[C:3]=1[C:4]([O:6][CH2:7][C:8]1[CH:13]=[CH:12][CH:11]=[CH:10][CH:9]=1)=[O:5], predict the reactants needed to synthesize it. The reactants are: [CH3:1][C:2]1[CH:17]=[CH:16][CH:15]=[C:14]([CH3:18])[C:3]=1[C:4]([O:6][CH2:7][C:8]1[CH:13]=[CH:12][CH:11]=[CH:10][CH:9]=1)=[O:5].S(Cl)([Cl:22])(=O)=O.CC(N=NC(C#N)(C)C)(C#N)C.C([O-])(O)=O.[Na+]. (5) Given the product [C:1]([C:4]1[CH:5]=[C:6]([CH:7]=[CH:8][CH:9]=1)[CH2:10][CH2:11][C:12]1[C:17]([C:18]([F:21])([F:19])[F:20])=[CH:16][N:15]=[C:14]([NH:22][C:23]2[CH:28]=[CH:27][C:26]([CH:29]3[CH2:30][CH2:31][N:32]([C:35]([O:37][C:38]([CH3:39])([CH3:40])[CH3:41])=[O:36])[CH2:33][CH2:34]3)=[CH:25][C:24]=2[O:42][CH3:43])[N:13]=1)(=[O:3])[NH2:2], predict the reactants needed to synthesize it. The reactants are: [C:1]([C:4]1[CH:5]=[C:6]([C:10]#[C:11][C:12]2[C:17]([C:18]([F:21])([F:20])[F:19])=[CH:16][N:15]=[C:14]([NH:22][C:23]3[CH:28]=[CH:27][C:26]([CH:29]4[CH2:34][CH2:33][N:32]([C:35]([O:37][C:38]([CH3:41])([CH3:40])[CH3:39])=[O:36])[CH2:31][CH2:30]4)=[CH:25][C:24]=3[O:42][CH3:43])[N:13]=2)[CH:7]=[CH:8][CH:9]=1)(=[O:3])[NH2:2].